Task: Predict the reactants needed to synthesize the given product.. Dataset: Full USPTO retrosynthesis dataset with 1.9M reactions from patents (1976-2016) (1) Given the product [CH3:1][O:2][C:3](=[O:11])[C:4]1[CH:9]=[C:8]([I:12])[CH:7]=[N:6][C:5]=1[OH:10], predict the reactants needed to synthesize it. The reactants are: [CH3:1][O:2][C:3](=[O:11])[C:4]1[CH:9]=[CH:8][CH:7]=[N:6][C:5]=1[OH:10].[I:12]C1CC(=O)NC1=O. (2) Given the product [NH2:21][C:20]1[C:3]2=[N:4][N:5]([CH2:17][CH2:18][CH3:19])[C:6]([CH2:7][CH2:8][NH:9][C:10](=[O:16])[O:11][C:12]([CH3:13])([CH3:15])[CH3:14])=[C:2]2[C:25]2[CH:26]=[CH:27][CH:28]=[CH:29][C:24]=2[N:23]=1, predict the reactants needed to synthesize it. The reactants are: Br[C:2]1[C:3]([C:20]#[N:21])=[N:4][N:5]([CH2:17][CH2:18][CH3:19])[C:6]=1[CH2:7][CH2:8][NH:9][C:10](=[O:16])[O:11][C:12]([CH3:15])([CH3:14])[CH3:13].Cl.[NH2:23][C:24]1[CH:29]=[CH:28][CH:27]=[CH:26][C:25]=1B(O)O.C1(P(C2C=CC=CC=2)C2C=CC=CC=2)C=CC=CC=1.C(=O)([O-])[O-].[Na+].[Na+]. (3) Given the product [CH3:1][C:2]1[N:3]([CH2:29][C:30]([OH:32])=[O:31])[C:4]2[CH2:5][C:6]([CH3:28])([CH3:27])[CH2:7][CH2:8][C:9]=2[C:10]=1[S:11][C:12]1[CH:17]=[CH:16][C:15]([S:18]([N:21]2[CH2:22][CH2:23][O:24][CH2:25][CH2:26]2)(=[O:20])=[O:19])=[CH:14][CH:13]=1, predict the reactants needed to synthesize it. The reactants are: [CH3:1][C:2]1[N:3]([CH2:29][C:30]([O:32]CC)=[O:31])[C:4]2[CH2:5][C:6]([CH3:28])([CH3:27])[CH2:7][CH2:8][C:9]=2[C:10]=1[S:11][C:12]1[CH:17]=[CH:16][C:15]([S:18]([N:21]2[CH2:26][CH2:25][O:24][CH2:23][CH2:22]2)(=[O:20])=[O:19])=[CH:14][CH:13]=1.[OH-].[Na+]. (4) Given the product [NH2:1][C:2]1[CH:7]=[CH:6][C:5]([Cl:8])=[CH:4][C:3]=1[CH:9]([C:11]1[C:16]([F:17])=[CH:15][CH:14]=[C:13]([O:18][CH3:19])[C:12]=1[O:20][CH3:21])[OH:10], predict the reactants needed to synthesize it. The reactants are: [NH2:1][C:2]1[CH:7]=[CH:6][C:5]([Cl:8])=[CH:4][C:3]=1[C:9]([C:11]1[C:16]([F:17])=[CH:15][CH:14]=[C:13]([O:18][CH3:19])[C:12]=1[O:20][CH3:21])=[O:10].[H-].[Al+3].[Li+].[H-].[H-].[H-].O.C(OCC)(=O)C. (5) The reactants are: [CH3:1][S:2](Cl)(=[O:4])=[O:3].[NH2:6][C:7]1[CH:8]=[CH:9][C:10]([C:13]([N:15]2[CH2:19][C@@H:18]3[CH2:20][N:21]([C:23]([O:25][CH2:26][C:27]4[CH:32]=[C:31]([Cl:33])[CH:30]=[C:29]([Cl:34])[CH:28]=4)=[O:24])[CH2:22][C@@H:17]3[CH2:16]2)=[O:14])=[N:11][CH:12]=1.C(N(CC)CC)C. Given the product [CH3:1][S:2]([N:6]([C:7]1[CH:8]=[CH:9][C:10]([C:13]([N:15]2[CH2:19][C@@H:18]3[CH2:20][N:21]([C:23]([O:25][CH2:26][C:27]4[CH:28]=[C:29]([Cl:34])[CH:30]=[C:31]([Cl:33])[CH:32]=4)=[O:24])[CH2:22][C@@H:17]3[CH2:16]2)=[O:14])=[N:11][CH:12]=1)[S:2]([CH3:1])(=[O:4])=[O:3])(=[O:4])=[O:3], predict the reactants needed to synthesize it. (6) Given the product [Br:1][CH2:17][C:16]([C:14]1[N:15]=[C:11]([CH2:10][C:8]2[CH:9]=[C:4]([Cl:3])[CH:5]=[CH:6][C:7]=2[O:19][CH2:20][C:21]2[CH:22]=[CH:23][CH:24]=[CH:25][CH:26]=2)[S:12][CH:13]=1)=[O:18], predict the reactants needed to synthesize it. The reactants are: [Br:1]Br.[Cl:3][C:4]1[CH:5]=[CH:6][C:7]([O:19][CH2:20][C:21]2[CH:26]=[CH:25][CH:24]=[CH:23][CH:22]=2)=[C:8]([CH2:10][C:11]2[S:12][CH:13]=[C:14]([C:16](=[O:18])[CH3:17])[N:15]=2)[CH:9]=1. (7) Given the product [Cl:57][C:49]1[CH:48]=[C:47]([C:44]2[S:43][C:42]([C:2]3[CH:3]=[C:4]4[C:8](=[CH:9][CH:10]=3)[CH2:7][N:6]([CH2:11][CH2:19][C:18]([OH:21])=[O:20])[CH2:5]4)=[N:46][N:45]=2)[CH:52]=[CH:51][C:50]=1[O:53][CH:54]([CH3:55])[CH3:56], predict the reactants needed to synthesize it. The reactants are: Br[C:2]1[CH:3]=[C:4]2[C:8](=[CH:9][CH:10]=1)[CH2:7][N:6]([C:11](OC(C)(C)C)=O)[CH2:5]2.[C:18]([O-:21])(=[O:20])[CH3:19].[K+].CC1(C)C(C)(C)OB(B2OC(C)(C)C(C)(C)O2)O1.Br[C:42]1[S:43][C:44]([C:47]2[CH:52]=[CH:51][C:50]([O:53][CH:54]([CH3:56])[CH3:55])=[C:49]([Cl:57])[CH:48]=2)=[N:45][N:46]=1.C([O-])(O)=O.[Na+].FC(F)(F)C(O)=O.C(OC(C)(C)C)(=O)C=C.C(N(CC)CC)C.